This data is from Forward reaction prediction with 1.9M reactions from USPTO patents (1976-2016). The task is: Predict the product of the given reaction. (1) Given the reactants Br[CH2:2][C:3]([O:5][CH2:6][CH3:7])=[O:4].C(=O)([O-])[O-].[K+].[K+].[OH:14][C:15]1[CH:16]=[C:17]([CH:20]=[CH:21][CH:22]=1)[C:18]#[N:19], predict the reaction product. The product is: [C:18]([C:17]1[CH:16]=[C:15]([O:14][CH2:2][C:3]([O:5][CH2:6][CH3:7])=[O:4])[CH:22]=[CH:21][CH:20]=1)#[N:19]. (2) Given the reactants [NH2:1][C:2]1[CH:3]=[C:4]([C:9]2[C:21](=[O:22])[N:20]([CH2:23][CH3:24])[C:12]3[N:13]=[C:14](S(C)=O)[N:15]=[CH:16][C:11]=3[CH:10]=2)[CH:5]=[CH:6][C:7]=1[F:8].[CH3:25][NH2:26].C1COCC1.O, predict the reaction product. The product is: [NH2:1][C:2]1[CH:3]=[C:4]([C:9]2[C:21](=[O:22])[N:20]([CH2:23][CH3:24])[C:12]3[N:13]=[C:14]([NH:26][CH3:25])[N:15]=[CH:16][C:11]=3[CH:10]=2)[CH:5]=[CH:6][C:7]=1[F:8]. (3) Given the reactants [Cl:1][C:2]1[CH:7]=[CH:6][CH:5]=[CH:4][C:3]=1[C:8]1[N:9](C(OCC)=O)[C:10]2[C:15]([CH:16]=1)=[CH:14][C:13]([C:17]1[CH:22]=[CH:21][C:20]([C:23]#[N:24])=[CH:19][C:18]=1[CH3:25])=[CH:12][CH:11]=2.C(=O)([O-])[O-].[K+].[K+], predict the reaction product. The product is: [Cl:1][C:2]1[CH:7]=[CH:6][CH:5]=[CH:4][C:3]=1[C:8]1[NH:9][C:10]2[C:15]([CH:16]=1)=[CH:14][C:13]([C:17]1[CH:22]=[CH:21][C:20]([C:23]#[N:24])=[CH:19][C:18]=1[CH3:25])=[CH:12][CH:11]=2. (4) Given the reactants [CH:1]1[C:13]2[CH:12]([CH2:14][O:15][C:16](=[O:48])[NH:17][C:18]3[CH:23]=[CH:22][C:21]([NH:24][C:25](=[O:39])[CH2:26][CH2:27][CH2:28][CH2:29][CH:30]4[CH:37]5[CH:33]([NH:34][C:35](=[O:38])[NH:36]5)[CH2:32][S:31]4)=[C:20]([O:40]CC4C=CC=CC=4)[CH:19]=3)[C:11]3[C:6](=[CH:7][CH:8]=[CH:9][CH:10]=3)[C:5]=2[CH:4]=[CH:3][CH:2]=1.C1(SC)C=CC=CC=1, predict the reaction product. The product is: [CH:1]1[C:13]2[CH:12]([CH2:14][O:15][C:16](=[O:48])[NH:17][C:18]3[CH:23]=[CH:22][C:21]([NH:24][C:25](=[O:39])[CH2:26][CH2:27][CH2:28][CH2:29][CH:30]4[CH:37]5[CH:33]([NH:34][C:35](=[O:38])[NH:36]5)[CH2:32][S:31]4)=[C:20]([OH:40])[CH:19]=3)[C:11]3[C:6](=[CH:7][CH:8]=[CH:9][CH:10]=3)[C:5]=2[CH:4]=[CH:3][CH:2]=1. (5) Given the reactants B1(B2C3CCCC2CCC3)C2CCCC1CCC2.[CH2:19]([N:21]([CH2:29][CH:30]=[CH2:31])[C:22](=[O:28])[O:23][C:24]([CH3:27])([CH3:26])[CH3:25])[CH3:20].P([O-])([O-])([O-])=O.[K+].[K+].[K+].Cl[C:41]1[CH:50]=[CH:49][C:48]2[C:43](=[CH:44][CH:45]=[C:46]([Cl:63])[C:47]=2[NH:51][C:52](=[O:62])[CH2:53][C@@H:54]([CH3:61])[C:55]2[CH:60]=[CH:59][CH:58]=[CH:57][CH:56]=2)[N:42]=1, predict the reaction product. The product is: [Cl:63][C:46]1[C:47]([NH:51][C:52](=[O:62])[CH2:53][C@H:54]([C:55]2[CH:56]=[CH:57][CH:58]=[CH:59][CH:60]=2)[CH3:61])=[C:48]2[C:43](=[CH:44][CH:45]=1)[N:42]=[C:41]([CH2:31][CH2:30][CH2:29][N:21]([CH2:19][CH3:20])[C:22](=[O:28])[O:23][C:24]([CH3:25])([CH3:26])[CH3:27])[CH:50]=[CH:49]2. (6) Given the reactants CC(NC(C)C)C.[Li]CCCC.[C:13]([O:16][C:17]([CH3:20])([CH3:19])[CH3:18])(=[O:15])[CH3:14].[Br:21][CH2:22][C:23]1[CH:28]=[CH:27][CH:26]=[C:25]([CH2:29]Br)[CH:24]=1.CC(P(C(C)C)(C(C)C)=O)C, predict the reaction product. The product is: [Br:21][CH2:22][C:23]1[CH:24]=[C:25]([CH2:29][CH2:14][C:13]([O:16][C:17]([CH3:20])([CH3:19])[CH3:18])=[O:15])[CH:26]=[CH:27][CH:28]=1. (7) The product is: [Br:2][C:3]1[CH:8]=[CH:7][C:6]([CH2:9][CH:10]([NH2:1])[CH3:12])=[CH:5][CH:4]=1. Given the reactants [NH3:1].[Br:2][C:3]1[CH:8]=[CH:7][C:6]([CH2:9][C:10]([CH3:12])=O)=[CH:5][CH:4]=1.[BH4-].[Na+], predict the reaction product. (8) Given the reactants [Cl:1][C:2]1[S:3][C:4]([CH:7]=[O:8])=[CH:5][N:6]=1.C(=O)([O-])[O-].[K+].[K+].[F:15][C:16]([Si](C)(C)C)([F:18])[F:17], predict the reaction product. The product is: [Cl:1][C:2]1[S:3][C:4]([CH:7]([OH:8])[C:16]([F:18])([F:17])[F:15])=[CH:5][N:6]=1.